This data is from Reaction yield outcomes from USPTO patents with 853,638 reactions. The task is: Predict the reaction yield, written as a fraction of the theoretical maximum amount of product (1.0 means a 100% yield; for example, 0.34 means a 34% yield). (1) The reactants are Cl.[CH2:2]([O:9][C:10]1[C:11]([C:24](O)=[O:25])=[N:12][CH:13]=[C:14]([O:16][CH2:17][C:18]2[CH:23]=[CH:22][CH:21]=[CH:20][CH:19]=2)[CH:15]=1)[C:3]1[CH:8]=[CH:7][CH:6]=[CH:5][CH:4]=1.C(N(C(C)C)CC)(C)C.CN(C)CCCN=C=NCC.ON1C2C=CC=CC=2N=N1.Cl.[CH3:58][O:59][C:60](=[O:63])[CH2:61][NH2:62]. The catalyst is CN(C=O)C. The product is [CH3:58][O:59][C:60](=[O:63])[CH2:61][NH:62][C:24]([C:11]1[C:10]([O:9][CH2:2][C:3]2[CH:8]=[CH:7][CH:6]=[CH:5][CH:4]=2)=[CH:15][C:14]([O:16][CH2:17][C:18]2[CH:23]=[CH:22][CH:21]=[CH:20][CH:19]=2)=[CH:13][N:12]=1)=[O:25]. The yield is 0.400. (2) The reactants are [O:1]=[C:2]1[CH2:10][C:9]2[C:4](=[CH:5][CH:6]=[C:7]([S:11](Cl)(=[O:13])=[O:12])[CH:8]=2)[NH:3]1.Br[CH2:16][C:17]1[CH:22]=[CH:21][CH:20]=[CH:19][CH:18]=1. No catalyst specified. The product is [C:17]1([CH2:16][S:11]([C:7]2[CH:8]=[C:9]3[C:4](=[CH:5][CH:6]=2)[NH:3][C:2](=[O:1])[CH2:10]3)(=[O:13])=[O:12])[CH:22]=[CH:21][CH:20]=[CH:19][CH:18]=1. The yield is 0.870. (3) The reactants are [F:1][C:2]1[CH:7]=[C:6]([C:8]([F:11])([F:10])[F:9])[CH:5]=[CH:4][C:3]=1[C:12]1[C:13]2[CH:20]([CH2:21][C:22]([N:24]3[CH2:28]C[CH2:26][CH2:25]3)=[O:23])[CH2:19][CH2:18][C:14]=2[CH:15]=[N:16][CH:17]=1.[CH3:29]NC(C)C. No catalyst specified. The product is [F:1][C:2]1[CH:7]=[C:6]([C:8]([F:11])([F:10])[F:9])[CH:5]=[CH:4][C:3]=1[C:12]1[C:13]2[CH:20]([CH2:21][C:22]([N:24]([CH:25]([CH3:29])[CH3:26])[CH3:28])=[O:23])[CH2:19][CH2:18][C:14]=2[CH:15]=[N:16][CH:17]=1. The yield is 0.0800. (4) The reactants are [Cl:1][C:2]1[CH:7]=[CH:6][C:5]([CH:8]2[CH2:13][C:12](=[O:14])[NH:11][C:10]([CH3:15])=C2C(O)=O)=[CH:4][CH:3]=1.[H-].[Na+].I[CH3:22].C[CH2:24][O:25][C:26]([CH3:28])=[O:27]. The catalyst is CN(C=O)C.O. The product is [Cl:1][C:2]1[CH:3]=[CH:4][C:5]([CH:8]2[CH2:13][C:12](=[O:14])[N:11]([CH3:22])[C:10]([CH3:15])=[C:28]2[C:26]([O:25][CH3:24])=[O:27])=[CH:6][CH:7]=1. The yield is 0.450.